Task: Predict the product of the given reaction.. Dataset: Forward reaction prediction with 1.9M reactions from USPTO patents (1976-2016) (1) Given the reactants [C:1]([O:5][C:6]([C:8]1([NH:19][S:20]([C:23]2[S:24][C:25]([C:28]3[CH:33]=[CH:32][C:31]([Cl:34])=[CH:30][CH:29]=3)=[CH:26][CH:27]=2)(=[O:22])=[O:21])[CH2:10][C:9]1([CH2:17][NH2:18])[C:11]1[CH:16]=[CH:15][CH:14]=[CH:13][CH:12]=1)=[O:7])([CH3:4])([CH3:3])[CH3:2].[CH3:35][C:36]([CH3:38])=O.C(O[BH-](OC(=O)C)OC(=O)C)(=O)C.[Na+].C(=O)([O-])O.[Na+], predict the reaction product. The product is: [C:1]([O:5][C:6]([C:8]1([NH:19][S:20]([C:23]2[S:24][C:25]([C:28]3[CH:33]=[CH:32][C:31]([Cl:34])=[CH:30][CH:29]=3)=[CH:26][CH:27]=2)(=[O:22])=[O:21])[CH2:10][C:9]1([CH2:17][NH:18][CH:36]([CH3:38])[CH3:35])[C:11]1[CH:12]=[CH:13][CH:14]=[CH:15][CH:16]=1)=[O:7])([CH3:4])([CH3:2])[CH3:3]. (2) Given the reactants [N:1]1([C:6]2[CH:11]=[CH:10][C:9]([N:12]3[CH2:16][C@H:15]([CH2:17]O)[O:14][C:13]3=[O:19])=[CH:8][C:7]=2[F:20])[CH:5]=[CH:4][N:3]=[CH:2]1.ClC(Cl)(Cl)COC([NH:27][C:28]1[CH:32]=[CH:31][O:30][N:29]=1)=O.C(P(CCCC)CCCC)CCC.N(C(N1CCCCC1)=O)=NC(N1CCCCC1)=O, predict the reaction product. The product is: [O:30]1[CH:31]=[CH:32][C:28]([NH:27][CH2:17][C@@H:15]2[O:14][C:13](=[O:19])[N:12]([C:9]3[CH:10]=[CH:11][C:6]([N:1]4[CH:5]=[CH:4][N:3]=[CH:2]4)=[C:7]([F:20])[CH:8]=3)[CH2:16]2)=[N:29]1.